From a dataset of Reaction yield outcomes from USPTO patents with 853,638 reactions. Predict the reaction yield, written as a fraction of the theoretical maximum amount of product (1.0 means a 100% yield; for example, 0.34 means a 34% yield). The reactants are [C:1](N1C=CN=C1)(N1C=CN=C1)=[O:2].[NH2:13][CH2:14][CH2:15][CH2:16][C@H:17]([NH:46][C:47](=[O:53])[O:48][C:49]([CH3:52])([CH3:51])[CH3:50])[C:18](=[O:45])[NH:19][C@@H:20]([C:32](=[O:44])[NH:33][C:34]1[CH:35]=[N:36][C:37]2[C:42]([CH:43]=1)=[CH:41][CH:40]=[CH:39][CH:38]=2)[CH2:21][C:22]1[CH:27]=[CH:26][C:25]([C:28]([F:31])([F:30])[F:29])=[CH:24][CH:23]=1.[C:54]([O:58][C:59]([NH:61][CH2:62][CH2:63][NH:64][CH2:65][CH2:66][NH:67][C:68](=[O:74])[O:69][C:70]([CH3:73])([CH3:72])[CH3:71])=[O:60])([CH3:57])([CH3:56])[CH3:55]. The catalyst is C(Cl)Cl. The product is [C:49]([O:48][C:47]([NH:46][C@H:17]([C:18](=[O:45])[NH:19][C@@H:20]([C:32](=[O:44])[NH:33][C:34]1[CH:35]=[N:36][C:37]2[C:42]([CH:43]=1)=[CH:41][CH:40]=[CH:39][CH:38]=2)[CH2:21][C:22]1[CH:23]=[CH:24][C:25]([C:28]([F:30])([F:29])[F:31])=[CH:26][CH:27]=1)[CH2:16][CH2:15][CH2:14][NH:13][C:1]([N:64]([CH2:65][CH2:66][NH:67][C:68]([O:69][C:70]([CH3:73])([CH3:72])[CH3:71])=[O:74])[CH2:63][CH2:62][NH:61][C:59](=[O:60])[O:58][C:54]([CH3:57])([CH3:56])[CH3:55])=[O:2])=[O:53])([CH3:50])([CH3:52])[CH3:51]. The yield is 0.440.